This data is from Full USPTO retrosynthesis dataset with 1.9M reactions from patents (1976-2016). The task is: Predict the reactants needed to synthesize the given product. (1) Given the product [Cl-:40].[Cl-:40].[C:19]1(=[Zr+2:44]([CH:5]2[CH:4]=[CH:29][CH:24]=[CH:25]2)[C:19]2[C:31]3[CH2:30][C:25]4[C:24](=[CH:29][CH:28]=[C:27]([C:32]([CH3:33])([CH3:34])[CH3:35])[CH:26]=4)[C:23]=3[CH:22]=[CH:21][C:20]=2[C:36]([CH3:38])([CH3:37])[CH3:39])[CH2:31][CH2:23][CH2:22][CH2:21][CH2:20]1, predict the reactants needed to synthesize it. The reactants are: C(O[CH2:4][CH3:5])C.C[Li].C1(C2([C:19]3[C:31]4[CH2:30][C:29]5[C:24](=[CH:25][CH:26]=[C:27]([C:32]([CH3:35])([CH3:34])[CH3:33])[CH:28]=5)[C:23]=4[CH:22]=[CH:21][C:20]=3[C:36]([CH3:39])([CH3:38])[CH3:37])CCCCC2)C=CC=C1.[Cl-:40].[Cl-].[Cl-].[Cl-].[Zr+4:44]. (2) Given the product [CH:6]1([CH2:5][CH:4]([N:11]2[C:16](=[O:17])[CH:15]=[C:14]([O:18][C:19]3[CH:27]=[CH:26][CH:25]=[C:24]4[C:20]=3[CH:21]=[CH:22][NH:23]4)[CH:13]=[N:12]2)[C:3]([OH:28])=[O:2])[CH2:10][CH2:9][CH2:8][CH2:7]1, predict the reactants needed to synthesize it. The reactants are: C[O:2][C:3](=[O:28])[CH:4]([N:11]1[C:16](=[O:17])[CH:15]=[C:14]([O:18][C:19]2[CH:27]=[CH:26][CH:25]=[C:24]3[C:20]=2[CH:21]=[CH:22][NH:23]3)[CH:13]=[N:12]1)[CH2:5][CH:6]1[CH2:10][CH2:9][CH2:8][CH2:7]1.[OH-].[Na+].Cl. (3) Given the product [F:23][C:24]([F:30])([F:29])[CH2:25][CH2:26][CH:27]([C:7]1[CH:12]=[CH:11][C:10]([C:13]2[CH:18]=[CH:17][C:16]([C:19]([F:22])([F:21])[F:20])=[CH:15][CH:14]=2)=[CH:9][CH:8]=1)[OH:28], predict the reactants needed to synthesize it. The reactants are: C([Li])CCC.Br[C:7]1[CH:12]=[CH:11][C:10]([C:13]2[CH:18]=[CH:17][C:16]([C:19]([F:22])([F:21])[F:20])=[CH:15][CH:14]=2)=[CH:9][CH:8]=1.[F:23][C:24]([F:30])([F:29])[CH2:25][CH2:26][CH:27]=[O:28].[NH4+].[Cl-]. (4) Given the product [CH3:25][N:26]1[CH2:31][CH2:30][N:29]([C:32]2[N:37]=[C:36]([N:38]3[C:1]([NH2:2])=[N:3][C:4]([NH:12][C:13]4[CH:14]=[CH:15][C:16]([N:19]5[CH2:20][CH2:21][O:22][CH2:23][CH2:24]5)=[CH:17][CH:18]=4)=[N:39]3)[CH:35]=[CH:34][N:33]=2)[CH2:28][CH2:27]1, predict the reactants needed to synthesize it. The reactants are: [C:1]([NH:3][C:4](=[N:12][C:13]1[CH:18]=[CH:17][C:16]([N:19]2[CH2:24][CH2:23][O:22][CH2:21][CH2:20]2)=[CH:15][CH:14]=1)OC1C=CC=CC=1)#[N:2].[CH3:25][N:26]1[CH2:31][CH2:30][N:29]([C:32]2[N:37]=[C:36]([NH:38][NH2:39])[CH:35]=[CH:34][N:33]=2)[CH2:28][CH2:27]1. (5) Given the product [O:9]1[CH2:10][CH2:11][CH:7]([O:6][C:5]2[CH:12]=[CH:13][CH:14]=[CH:15][C:4]=2[NH2:1])[CH2:8]1, predict the reactants needed to synthesize it. The reactants are: [N+:1]([C:4]1[CH:15]=[CH:14][CH:13]=[CH:12][C:5]=1[O:6][CH:7]1[CH2:11][CH2:10][O:9][CH2:8]1)([O-])=O.